From a dataset of Forward reaction prediction with 1.9M reactions from USPTO patents (1976-2016). Predict the product of the given reaction. (1) Given the reactants Br[C:2]1[CH:7]=[CH:6][C:5]([N:8]([C:19]2[CH:24]=[CH:23][CH:22]=[CH:21][CH:20]=2)[C:9]2[C:18]3[C:13](=[CH:14][CH:15]=[CH:16][CH:17]=3)[CH:12]=[CH:11][CH:10]=2)=[CH:4][CH:3]=1.[B:25]1([B:25]2[O:29][C:28]([CH3:31])([CH3:30])[C:27]([CH3:33])([CH3:32])[O:26]2)[O:29][C:28]([CH3:31])([CH3:30])[C:27]([CH3:33])([CH3:32])[O:26]1.CC([O-])=O.[K+], predict the reaction product. The product is: [C:19]1([N:8]([C:5]2[CH:6]=[CH:7][C:2]([B:25]3[O:29][C:28]([CH3:31])([CH3:30])[C:27]([CH3:33])([CH3:32])[O:26]3)=[CH:3][CH:4]=2)[C:9]2[C:18]3[C:13](=[CH:14][CH:15]=[CH:16][CH:17]=3)[CH:12]=[CH:11][CH:10]=2)[CH:24]=[CH:23][CH:22]=[CH:21][CH:20]=1. (2) Given the reactants [CH3:1][C:2]1[C:3](B(O)O)=[CH:4][C:5]2[C:6]([CH3:15])([CH3:14])[CH2:7][CH2:8][C:9]([CH3:13])([CH3:12])[C:10]=2[CH:11]=1.[CH3:19][N:20]1[CH:24]=[C:23](Br)[CH:22]=[C:21]1[CH:26]=[O:27], predict the reaction product. The product is: [CH3:19][N:20]1[CH:24]=[C:23]([C:3]2[C:2]([CH3:1])=[CH:11][C:10]3[C:9]([CH3:13])([CH3:12])[CH2:8][CH2:7][C:6]([CH3:15])([CH3:14])[C:5]=3[CH:4]=2)[CH:22]=[C:21]1[CH:26]=[O:27].